This data is from Full USPTO retrosynthesis dataset with 1.9M reactions from patents (1976-2016). The task is: Predict the reactants needed to synthesize the given product. (1) Given the product [C:1]12([NH:11][CH2:12][C:13]3[CH:18]=[CH:17][C:16]([Si:28]([CH3:30])([CH3:29])[CH3:27])=[CH:15][CH:14]=3)[CH2:10][CH:5]3[CH2:6][CH:7]([CH2:9][CH:3]([CH2:4]3)[CH2:2]1)[CH2:8]2, predict the reactants needed to synthesize it. The reactants are: [C:1]12([NH:11][CH2:12][C:13]3[CH:18]=[CH:17][C:16](Br)=[CH:15][CH:14]=3)[CH2:10][CH:5]3[CH2:6][CH:7]([CH2:9][CH:3]([CH2:4]3)[CH2:2]1)[CH2:8]2.N#N.[Li]CCCC.[CH3:27][Si:28](Cl)([CH3:30])[CH3:29]. (2) Given the product [N:1]12[CH2:8][CH2:7][CH:4]([CH2:5][CH2:6]1)[CH:3]([O:9][C:10](=[O:19])[NH:11][C:12]1[CH:13]=[C:14]([C:23]3[CH:24]=[CH:25][CH:26]=[CH:27][C:22]=3[O:21][CH3:20])[CH:15]=[CH:16][CH:17]=1)[CH2:2]2, predict the reactants needed to synthesize it. The reactants are: [N:1]12[CH2:8][CH2:7][CH:4]([CH2:5][CH2:6]1)[CH:3]([O:9][C:10](=[O:19])[NH:11][C:12]1[CH:17]=[CH:16][CH:15]=[C:14](Br)[CH:13]=1)[CH2:2]2.[CH3:20][O:21][C:22]1[CH:27]=[CH:26][CH:25]=[CH:24][C:23]=1B(O)O. (3) Given the product [F:22][CH:2]([F:1])[C:3]1[C:8]([C:9]([O:11][CH3:12])=[O:10])=[C:7]([CH2:13][CH:14]([CH3:16])[CH3:15])[C:6]([S:17][C:24]([O:26][CH3:27])=[O:25])=[C:5]([C:18]([F:21])([F:20])[F:19])[N:4]=1, predict the reactants needed to synthesize it. The reactants are: [F:1][CH:2]([F:22])[C:3]1[C:8]([C:9]([O:11][CH3:12])=[O:10])=[C:7]([CH2:13][CH:14]([CH3:16])[CH3:15])[C:6]([SH:17])=[C:5]([C:18]([F:21])([F:20])[F:19])[N:4]=1.Cl[C:24]([O:26][CH3:27])=[O:25].C(N(CC)CC)C. (4) Given the product [N:16]1[CH:21]=[CH:20][CH:19]=[CH:18][C:17]=1[N:22]1[CH2:23][CH2:24][N:25]([C:2]2[N:3]=[N:4][C:5]3[C:6]4[CH:15]=[CH:14][CH:13]=[CH:12][C:7]=4[CH2:8][CH2:9][C:10]=3[CH:11]=2)[CH2:26][CH2:27]1, predict the reactants needed to synthesize it. The reactants are: Cl[C:2]1[N:3]=[N:4][C:5]2[C:6]3[CH:15]=[CH:14][CH:13]=[CH:12][C:7]=3[CH2:8][CH2:9][C:10]=2[CH:11]=1.[N:16]1[CH:21]=[CH:20][CH:19]=[CH:18][C:17]=1[N:22]1[CH2:27][CH2:26][NH:25][CH2:24][CH2:23]1.Cl.[NH4+]. (5) Given the product [CH3:28][CH:29]([CH3:40])[CH2:30][C:31]([N:17]1[CH2:16][CH2:15][C:13]2[N:14]=[C:9]([C:4]3[CH:5]=[CH:6][CH:7]=[CH:8][C:3]=3[O:2][CH3:1])[N:10]([CH2:20][CH2:21][C:22]3[CH:27]=[CH:26][CH:25]=[CH:24][CH:23]=3)[C:11](=[O:19])[C:12]=2[CH2:18]1)=[O:32], predict the reactants needed to synthesize it. The reactants are: [CH3:1][O:2][C:3]1[CH:8]=[CH:7][CH:6]=[CH:5][C:4]=1[C:9]1[N:10]([CH2:20][CH2:21][C:22]2[CH:27]=[CH:26][CH:25]=[CH:24][CH:23]=2)[C:11](=[O:19])[C:12]2[CH2:18][NH:17][CH2:16][CH2:15][C:13]=2[N:14]=1.[CH3:28][CH:29]([CH3:40])[CH2:30][C:31](O[C:31](=[O:32])[CH2:30][CH:29]([CH3:40])[CH3:28])=[O:32].B(Br)(Br)Br. (6) Given the product [CH2:40]([N:28]([CH2:26][CH3:27])[CH2:29][CH2:30][CH2:31][O:32][C:33]1[N:38]=[CH:37][C:36]([NH:39][C:11]([C:4]2[C:3]3[C:2](=[O:1])[CH2:10][CH2:9][CH2:8][C:7]=3[NH:6][N:5]=2)=[O:13])=[CH:35][CH:34]=1)[CH3:41], predict the reactants needed to synthesize it. The reactants are: [O:1]=[C:2]1[CH2:10][CH2:9][CH2:8][C:7]2[NH:6][N:5]=[C:4]([C:11]([OH:13])=O)[C:3]1=2.Cl.CN(C)CCCN=C=NCC.[CH2:26]([N:28]([CH2:40][CH3:41])[CH2:29][CH2:30][CH2:31][O:32][C:33]1[N:38]=[CH:37][C:36]([NH2:39])=[CH:35][CH:34]=1)[CH3:27].[Na+].[Cl-].C(=O)([O-])[O-].[Na+].[Na+]. (7) Given the product [CH2:1]([O:8][C:9]1[CH:14]=[C:13]([C:15]2[CH:20]=[CH:19][CH:18]=[C:17]([C:21]([F:24])([F:22])[F:23])[CH:16]=2)[N:12]=[C:11]([S:27]([CH3:36])(=[O:32])=[O:28])[N:10]=1)[C:2]1[CH:3]=[CH:4][CH:5]=[CH:6][CH:7]=1, predict the reactants needed to synthesize it. The reactants are: [CH2:1]([O:8][C:9]1[CH:14]=[C:13]([C:15]2[CH:20]=[CH:19][CH:18]=[C:17]([C:21]([F:24])([F:23])[F:22])[CH:16]=2)[N:12]=[C:11](SC)[N:10]=1)[C:2]1[CH:7]=[CH:6][CH:5]=[CH:4][CH:3]=1.[S:27]([O-:32])(O[O-])(=O)=[O:28].[K+].[K+].O.[C:36](#N)C.